Task: Predict the reactants needed to synthesize the given product.. Dataset: Full USPTO retrosynthesis dataset with 1.9M reactions from patents (1976-2016) Given the product [CH:10]1([C:4]2[N:3]=[C:2]([NH:15][C:16]3[CH:24]=[CH:23][C:19]([CH2:20][CH2:21][OH:22])=[CH:18][CH:17]=3)[CH:7]=[C:6]([CH2:8][CH3:9])[N:5]=2)[CH2:14][CH2:13][CH2:12][CH2:11]1, predict the reactants needed to synthesize it. The reactants are: Cl[C:2]1[CH:7]=[C:6]([CH2:8][CH3:9])[N:5]=[C:4]([CH:10]2[CH2:14][CH2:13][CH2:12][CH2:11]2)[N:3]=1.[NH2:15][C:16]1[CH:24]=[CH:23][C:19]([CH2:20][CH2:21][OH:22])=[CH:18][CH:17]=1.